Dataset: NCI-60 drug combinations with 297,098 pairs across 59 cell lines. Task: Regression. Given two drug SMILES strings and cell line genomic features, predict the synergy score measuring deviation from expected non-interaction effect. (1) Drug 1: CC1=C(C=C(C=C1)NC(=O)C2=CC=C(C=C2)CN3CCN(CC3)C)NC4=NC=CC(=N4)C5=CN=CC=C5. Synergy scores: CSS=6.97, Synergy_ZIP=4.45, Synergy_Bliss=-2.20, Synergy_Loewe=1.61, Synergy_HSA=-3.54. Cell line: NCIH23. Drug 2: C(CN)CNCCSP(=O)(O)O. (2) Cell line: UACC62. Drug 2: CC1CCC2CC(C(=CC=CC=CC(CC(C(=O)C(C(C(=CC(C(=O)CC(OC(=O)C3CCCCN3C(=O)C(=O)C1(O2)O)C(C)CC4CCC(C(C4)OC)OCCO)C)C)O)OC)C)C)C)OC. Drug 1: C1=NC2=C(N1)C(=S)N=C(N2)N. Synergy scores: CSS=27.5, Synergy_ZIP=-13.9, Synergy_Bliss=-6.93, Synergy_Loewe=-4.05, Synergy_HSA=-2.82. (3) Drug 1: C1=CC(=C2C(=C1NCCNCCO)C(=O)C3=C(C=CC(=C3C2=O)O)O)NCCNCCO. Drug 2: CC1=C(C=C(C=C1)C(=O)NC2=CC(=CC(=C2)C(F)(F)F)N3C=C(N=C3)C)NC4=NC=CC(=N4)C5=CN=CC=C5. Cell line: UO-31. Synergy scores: CSS=23.7, Synergy_ZIP=-4.90, Synergy_Bliss=-1.54, Synergy_Loewe=-11.9, Synergy_HSA=-1.17. (4) Drug 1: CC1=C(C=C(C=C1)NC2=NC=CC(=N2)N(C)C3=CC4=NN(C(=C4C=C3)C)C)S(=O)(=O)N.Cl. Drug 2: CC12CCC(CC1=CCC3C2CCC4(C3CC=C4C5=CN=CC=C5)C)O. Cell line: HS 578T. Synergy scores: CSS=7.62, Synergy_ZIP=5.35, Synergy_Bliss=10.5, Synergy_Loewe=3.45, Synergy_HSA=6.09. (5) Drug 1: CC1=C2C(C(=O)C3(C(CC4C(C3C(C(C2(C)C)(CC1OC(=O)C(C(C5=CC=CC=C5)NC(=O)OC(C)(C)C)O)O)OC(=O)C6=CC=CC=C6)(CO4)OC(=O)C)OC)C)OC. Drug 2: CC1=CC=C(C=C1)C2=CC(=NN2C3=CC=C(C=C3)S(=O)(=O)N)C(F)(F)F. Cell line: T-47D. Synergy scores: CSS=46.0, Synergy_ZIP=8.61, Synergy_Bliss=9.81, Synergy_Loewe=7.47, Synergy_HSA=12.3. (6) Drug 1: C#CCC(CC1=CN=C2C(=N1)C(=NC(=N2)N)N)C3=CC=C(C=C3)C(=O)NC(CCC(=O)O)C(=O)O. Drug 2: C1CN(P(=O)(OC1)NCCCl)CCCl. Cell line: MDA-MB-231. Synergy scores: CSS=2.38, Synergy_ZIP=-2.25, Synergy_Bliss=-3.71, Synergy_Loewe=-1.59, Synergy_HSA=-2.46. (7) Drug 1: C1=CC(=C2C(=C1NCCNCCO)C(=O)C3=C(C=CC(=C3C2=O)O)O)NCCNCCO. Drug 2: C1=CC=C(C(=C1)C(C2=CC=C(C=C2)Cl)C(Cl)Cl)Cl. Cell line: A498. Synergy scores: CSS=27.8, Synergy_ZIP=-1.42, Synergy_Bliss=-3.45, Synergy_Loewe=-29.7, Synergy_HSA=-2.37. (8) Drug 1: COC1=C(C=C2C(=C1)N=CN=C2NC3=CC(=C(C=C3)F)Cl)OCCCN4CCOCC4. Drug 2: C1=NNC2=C1C(=O)NC=N2. Cell line: HOP-62. Synergy scores: CSS=18.0, Synergy_ZIP=-0.406, Synergy_Bliss=3.12, Synergy_Loewe=-5.76, Synergy_HSA=4.96.